From a dataset of Forward reaction prediction with 1.9M reactions from USPTO patents (1976-2016). Predict the product of the given reaction. (1) Given the reactants [CH:1]([C:4]1[CH:9]=[CH:8][C:7]([C:10](=[O:12])[CH3:11])=[C:6]([OH:13])[CH:5]=1)([CH3:3])[CH3:2].[C:14]([O-])([O-])=O.[K+].[K+].CI, predict the reaction product. The product is: [CH:1]([C:4]1[CH:9]=[CH:8][C:7]([C:10](=[O:12])[CH3:11])=[C:6]([O:13][CH3:14])[CH:5]=1)([CH3:3])[CH3:2]. (2) The product is: [F:30][C:2]([F:1])([F:29])[C:3]1[CH:8]=[C:7]([C:9]([F:12])([F:11])[F:10])[N:6]=[C:5]([C:13]2[N:14]=[C:15]([CH2:18][N:19]3[CH:23]=[C:22]([C:24]([OH:26])=[O:25])[CH:21]=[N:20]3)[S:16][CH:17]=2)[N:4]=1. Given the reactants [F:1][C:2]([F:30])([F:29])[C:3]1[CH:8]=[C:7]([C:9]([F:12])([F:11])[F:10])[N:6]=[C:5]([C:13]2[N:14]=[C:15]([CH2:18][N:19]3[CH:23]=[C:22]([C:24]([O:26]CC)=[O:25])[CH:21]=[N:20]3)[S:16][CH:17]=2)[N:4]=1.[OH-].[Na+].Cl, predict the reaction product. (3) Given the reactants CC([N:6]1CCCC1)(C)CO.C(N(CC)CC)C.C1(C)C(S(Cl)(=O)=O)=CC=CC=1.C[C:30]1[NH:31][C:32]2[C:37]([C:38]=1C(OCC1C=CC=CC=1)=O)=[CH:36][C:35](O)=[CH:34][CH:33]=2.C(=O)([O-])[O-].[K+].[K+], predict the reaction product. The product is: [NH:31]1[C:32]2[C:37](=[CH:36][CH:35]=[CH:34][CH:33]=2)[CH:38]=[C:30]1[NH2:6]. (4) Given the reactants [CH3:1][CH:2]([CH3:31])[CH2:3][CH:4]([NH:20][C:21]1[CH:30]=[CH:29][C:24]([C:25](OC)=[O:26])=[CH:23][N:22]=1)[C:5]1[CH:6]=[N:7][C:8]([N:11]2[CH:15]=[C:14]([C:16]([F:19])([F:18])[F:17])[CH:13]=[N:12]2)=[CH:9][CH:10]=1.[OH-].[Na+].CN(C(ON1N=NC2C=CC=NC1=2)=[N+](C)C)C.F[P-](F)(F)(F)(F)F.C(N(CC)C(C)C)(C)C.Cl.[NH2:68][CH2:69][CH2:70][C:71]([O:73][CH3:74])=[O:72], predict the reaction product. The product is: [CH3:1][CH:2]([CH3:31])[CH2:3][CH:4]([NH:20][C:21]1[CH:30]=[CH:29][C:24]([C:25]([NH:68][CH2:69][CH2:70][C:71]([O:73][CH3:74])=[O:72])=[O:26])=[CH:23][N:22]=1)[C:5]1[CH:6]=[N:7][C:8]([N:11]2[CH:15]=[C:14]([C:16]([F:17])([F:19])[F:18])[CH:13]=[N:12]2)=[CH:9][CH:10]=1. (5) Given the reactants [Cl:1][CH:2]([Cl:6])[C:3](Cl)=[O:4].[CH:7]([O:9][CH2:10][CH3:11])=[CH2:8], predict the reaction product. The product is: [Cl:1][CH:2]([Cl:6])[C:3](=[O:4])[CH:8]=[CH:7][O:9][CH2:10][CH3:11]. (6) Given the reactants Br[C:2]1[CH:18]=[CH:17][C:5]([C:6]([C@@H:8]2[CH2:12][CH2:11][CH2:10][C@H:9]2[C:13]([O:15][CH3:16])=[O:14])=[O:7])=[CH:4][CH:3]=1.[NH2:19][C:20]1[CH:25]=[CH:24][C:23](B(O)O)=[CH:22][CH:21]=1.C([O-])([O-])=O.[Na+].[Na+].ClCCl, predict the reaction product. The product is: [NH2:19][C:20]1[CH:25]=[CH:24][C:23]([C:2]2[CH:18]=[CH:17][C:5]([C:6]([C@@H:8]3[CH2:12][CH2:11][CH2:10][C@H:9]3[C:13]([O:15][CH3:16])=[O:14])=[O:7])=[CH:4][CH:3]=2)=[CH:22][CH:21]=1.